From a dataset of Full USPTO retrosynthesis dataset with 1.9M reactions from patents (1976-2016). Predict the reactants needed to synthesize the given product. (1) Given the product [CH3:15][N:16]([CH3:17])[C:2]1[CH:7]=[CH:6][C:5]([C:8](=[O:10])[CH3:9])=[CH:4][C:3]=1[C:11]([F:14])([F:13])[F:12], predict the reactants needed to synthesize it. The reactants are: F[C:2]1[CH:7]=[CH:6][C:5]([C:8](=[O:10])[CH3:9])=[CH:4][C:3]=1[C:11]([F:14])([F:13])[F:12].[CH3:15][NH:16][CH3:17]. (2) Given the product [C:1]([O:5][C:6]([N:8]1[CH2:13][CH2:12][N:11]([C:14]2[S:15][C:16]([S:21][CH3:20])=[CH:17][N:18]=2)[CH2:10][CH2:9]1)=[O:7])([CH3:4])([CH3:3])[CH3:2], predict the reactants needed to synthesize it. The reactants are: [C:1]([O:5][C:6]([N:8]1[CH2:13][CH2:12][N:11]([C:14]2[S:15][C:16](Br)=[CH:17][N:18]=2)[CH2:10][CH2:9]1)=[O:7])([CH3:4])([CH3:3])[CH3:2].[CH3:20][S:21]SC. (3) Given the product [F:1][C:2]1[CH:7]=[CH:6][C:5]([F:8])=[CH:4][C:3]=1[C@H:9]1[CH2:13][CH2:12][CH2:11][N:10]1[C:14]1[CH:19]=[CH:18][N:17]2[N:20]=[CH:21][C:22]([C:23]3[N:27]=[N:26][N:25]([CH:28]4[CH2:33][CH2:32][O:31][CH2:30][CH2:29]4)[CH:24]=3)=[C:16]2[N:15]=1, predict the reactants needed to synthesize it. The reactants are: [F:1][C:2]1[CH:7]=[CH:6][C:5]([F:8])=[CH:4][C:3]=1[C@H:9]1[CH2:13][CH2:12][CH2:11][N:10]1[C:14]1[CH:19]=[CH:18][N:17]2[N:20]=[CH:21][C:22]([C:23]#[CH:24])=[C:16]2[N:15]=1.[N:25]([CH:28]1[CH2:33][CH2:32][O:31][CH2:30][CH2:29]1)=[N+:26]=[N-:27].O.[NH4+].[OH-]. (4) The reactants are: [C@H:1]12[CH2:7][C@H:4]([NH:5][CH2:6]1)[CH2:3][N:2]2[C:8]([O:10][C:11]([CH3:14])([CH3:13])[CH3:12])=[O:9].Br[C:16]1[CH:17]=[N:18][CH:19]=[C:20]([O:22][CH3:23])[CH:21]=1. Given the product [CH3:23][O:22][C:20]1[CH:21]=[C:16]([N:5]2[CH2:6][C@@H:1]3[CH2:7][C@H:4]2[CH2:3][N:2]3[C:8]([O:10][C:11]([CH3:14])([CH3:13])[CH3:12])=[O:9])[CH:17]=[N:18][CH:19]=1, predict the reactants needed to synthesize it. (5) Given the product [C:23]([NH:26][C:27]1[CH:28]=[CH:29][C:30]([S:33]([NH:1][C:2]2[CH:3]=[C:4]([CH:8]3[C:17]([CH3:18])([CH3:19])[CH2:16][C:15]4[C:10](=[CH:11][CH:12]=[C:13]([C:20]([OH:22])=[O:21])[CH:14]=4)[NH:9]3)[CH:5]=[CH:6][CH:7]=2)(=[O:35])=[O:34])=[CH:31][CH:32]=1)(=[O:25])[CH3:24], predict the reactants needed to synthesize it. The reactants are: [NH2:1][C:2]1[CH:3]=[C:4]([CH:8]2[C:17]([CH3:19])([CH3:18])[CH2:16][C:15]3[C:10](=[CH:11][CH:12]=[C:13]([C:20]([OH:22])=[O:21])[CH:14]=3)[NH:9]2)[CH:5]=[CH:6][CH:7]=1.[C:23]([NH:26][C:27]1[CH:32]=[CH:31][C:30]([S:33](Cl)(=[O:35])=[O:34])=[CH:29][CH:28]=1)(=[O:25])[CH3:24].C(OCC)(=O)C. (6) The reactants are: [CH2:1]([O:8][C:9]([N:11]1[CH2:16][CH2:15][CH:14]([C:17](=[O:26])[NH:18][C:19]2[CH:24]=[C:23](Cl)[N:22]=[CH:21][N:20]=2)[CH2:13][CH2:12]1)=[O:10])[C:2]1[CH:7]=[CH:6][CH:5]=[CH:4][CH:3]=1.[CH:27]([O:30][C:31]1[CH:36]=[CH:35][CH:34]=[CH:33][C:32]=1B(O)O)([CH3:29])[CH3:28].C1(P(C2C=CC=CC=2)C2C=CC=CC=2)C=CC=CC=1. Given the product [CH2:1]([O:8][C:9]([N:11]1[CH2:16][CH2:15][CH:14]([C:17](=[O:26])[NH:18][C:19]2[CH:24]=[C:23]([C:32]3[CH:33]=[CH:34][CH:35]=[CH:36][C:31]=3[O:30][CH:27]([CH3:29])[CH3:28])[N:22]=[CH:21][N:20]=2)[CH2:13][CH2:12]1)=[O:10])[C:2]1[CH:7]=[CH:6][CH:5]=[CH:4][CH:3]=1, predict the reactants needed to synthesize it.